Dataset: Full USPTO retrosynthesis dataset with 1.9M reactions from patents (1976-2016). Task: Predict the reactants needed to synthesize the given product. (1) Given the product [C:6]1([S:12]([C:13]2[CH:20]=[CH:19][C:16]([C:17]([OH:22])=[O:18])=[CH:15][CH:14]=2)=[O:25])[CH:7]=[CH:8][CH:9]=[CH:10][CH:11]=1, predict the reactants needed to synthesize it. The reactants are: S(=O)(=O)(O)N.[C:6]1([S:12][C:13]2[CH:20]=[CH:19][C:16]([CH:17]=[O:18])=[CH:15][CH:14]=2)[CH:11]=[CH:10][CH:9]=[CH:8][CH:7]=1.Cl([O-])=[O:22].[Na+].[OH2:25]. (2) Given the product [Br:14][C:15]1[CH:16]=[CH:17][C:18]([Cl:24])=[C:19]([CH:21]([F:11])[CH3:22])[CH:20]=1, predict the reactants needed to synthesize it. The reactants are: COCCN(S(F)(F)[F:11])CCOC.[Br:14][C:15]1[CH:16]=[CH:17][C:18]([Cl:24])=[C:19]([CH:21](O)[CH3:22])[CH:20]=1. (3) Given the product [CH3:49][O:50][C:51](=[O:57])[C@H:52]([CH:54]([CH3:56])[CH3:55])[NH:53][C:24](=[O:26])[CH2:23][NH:22][C:20](=[O:21])[C@@H:19]1[CH2:27][CH2:28][CH2:29][N:18]1[C:16](=[O:17])[C@H:12]([CH:13]([CH3:15])[CH3:14])[NH:11][C:1]([O:3][CH2:4][C:5]1[CH:6]=[CH:7][CH:8]=[CH:9][CH:10]=1)=[O:2], predict the reactants needed to synthesize it. The reactants are: [C:1]([NH:11][C@H:12]([C:16]([N:18]1[CH2:29][CH2:28][CH2:27][C@H:19]1[C:20]([NH:22][CH2:23][C:24]([OH:26])=O)=[O:21])=[O:17])[CH:13]([CH3:15])[CH3:14])([O:3][CH2:4][C:5]1[CH:10]=[CH:9][CH:8]=[CH:7][CH:6]=1)=[O:2].CN(C)CCCN=C=NCC.C(N(CC)CC)C.Cl.[CH3:49][O:50][C:51](=[O:57])[C@H:52]([CH:54]([CH3:56])[CH3:55])[NH2:53]. (4) The reactants are: [OH-].[Li+].[O:3]=[C:4]1[C:13]2[C:8](=[C:9]([C:14]3[CH:19]=[CH:18][CH:17]=[C:16]([C:20]([F:23])([F:22])[F:21])[CH:15]=3)[CH:10]=[CH:11][CH:12]=2)[CH2:7][CH2:6][CH:5]1[CH2:24][C:25]1[CH:34]=[CH:33][C:28]([C:29]([O:31]C)=[O:30])=[CH:27][CH:26]=1. Given the product [O:3]=[C:4]1[C:13]2[C:8](=[C:9]([C:14]3[CH:19]=[CH:18][CH:17]=[C:16]([C:20]([F:21])([F:22])[F:23])[CH:15]=3)[CH:10]=[CH:11][CH:12]=2)[CH2:7][CH2:6][CH:5]1[CH2:24][C:25]1[CH:26]=[CH:27][C:28]([C:29]([OH:31])=[O:30])=[CH:33][CH:34]=1, predict the reactants needed to synthesize it.